From a dataset of Reaction yield outcomes from USPTO patents with 853,638 reactions. Predict the reaction yield, written as a fraction of the theoretical maximum amount of product (1.0 means a 100% yield; for example, 0.34 means a 34% yield). The reactants are C([O:8][C:9]1[N:14]=[C:13]([CH3:15])[C:12]([C:16]2[CH:17]=[CH:18][C:19]([CH2:24][N:25]3[CH2:30][CH2:29][O:28][CH2:27][CH2:26]3)=[C:20]([CH:23]=2)[C:21]#[N:22])=[CH:11][C:10]=1[CH2:31][CH3:32])C1C=CC=CC=1.C(O)C. The catalyst is [Pd].CCOCC. The product is [CH2:31]([C:10]1[C:9](=[O:8])[NH:14][C:13]([CH3:15])=[C:12]([C:16]2[CH:17]=[CH:18][C:19]([CH2:24][N:25]3[CH2:26][CH2:27][O:28][CH2:29][CH2:30]3)=[C:20]([CH:23]=2)[C:21]#[N:22])[CH:11]=1)[CH3:32]. The yield is 0.770.